The task is: Predict the product of the given reaction.. This data is from Forward reaction prediction with 1.9M reactions from USPTO patents (1976-2016). (1) Given the reactants [CH:1]1([C:5]#[C:6][C:7]2[CH:8]=[C:9]3[C:13](=[CH:14][CH:15]=2)[N:12]([CH:16]2[CH2:21][CH2:20][CH2:19][CH2:18][O:17]2)[N:11]=[C:10]3[F:22])[CH2:4][CH2:3][CH2:2]1.[B:31]1([B:31]2[O:36][CH2:35][C:34]([CH3:38])([CH3:37])[CH2:33][O:32]2)[O:36][CH2:35][C:34]([CH3:38])([CH3:37])[CH2:33][O:32]1.CC1CCCO1.N#N.I[C:48]1[CH:55]=[CH:54][C:51]([CH:52]=[O:53])=[CH:50][CH:49]=1.C(=O)([O-])[O-].[Cs+].[Cs+], predict the reaction product. The product is: [CH:1]1(/[C:5](/[B:31]2[O:32][CH2:33][C:34]([CH3:37])([CH3:38])[CH2:35][O:36]2)=[C:6](/[C:48]2[CH:55]=[CH:54][C:51]([CH:52]=[O:53])=[CH:50][CH:49]=2)\[C:7]2[CH:8]=[C:9]3[C:13](=[CH:14][CH:15]=2)[N:12]([CH:16]2[CH2:21][CH2:20][CH2:19][CH2:18][O:17]2)[N:11]=[C:10]3[F:22])[CH2:2][CH2:3][CH2:4]1. (2) The product is: [CH3:6][C:7]1[CH:18]=[C:17]([N+:1]([O-:4])=[O:2])[CH:16]=[C:9]2[C:10]([O:12][C:13](=[O:15])[NH:14][C:8]=12)=[O:11]. Given the reactants [N+:1]([O-:4])([O-])=[O:2].[K+].[CH3:6][C:7]1[CH:18]=[CH:17][CH:16]=[C:9]2[C:10]([O:12][C:13](=[O:15])[NH:14][C:8]=12)=[O:11].S(=O)(=O)(O)O, predict the reaction product. (3) Given the reactants [CH2:1]([C:3]1[C:4]([O:16]C)=[N:5][C:6]([CH3:15])=[C:7]([C:9]2[N:13]=[C:12]([CH3:14])[NH:11][N:10]=2)[CH:8]=1)[CH3:2].[I-].[Na+].Cl[Si](C)(C)C, predict the reaction product. The product is: [CH2:1]([C:3]1[C:4](=[O:16])[NH:5][C:6]([CH3:15])=[C:7]([C:9]2[NH:10][N:11]=[C:12]([CH3:14])[N:13]=2)[CH:8]=1)[CH3:2]. (4) Given the reactants [CH2:1]([C:4]([F:22])([F:21])[C:5]([F:20])([F:19])[C:6]([F:18])([F:17])[C:7]([F:16])([F:15])[C:8]([F:14])([F:13])[C:9]([F:12])([F:11])[F:10])[CH2:2][OH:3].[OH-].[K+].Br[CH2:26][CH2:27][CH2:28][CH2:29][CH2:30][CH2:31][CH2:32][CH2:33][CH2:34][CH:35]=[CH2:36], predict the reaction product. The product is: [F:22][C:4]([F:21])([C:5]([F:19])([F:20])[C:6]([F:17])([F:18])[C:7]([F:15])([F:16])[C:8]([F:13])([F:14])[C:9]([F:12])([F:11])[F:10])[CH2:1][CH2:2][O:3][CH2:36][CH2:35][CH2:34][CH2:33][CH2:32][CH2:31][CH2:30][CH2:29][CH2:28][CH:27]=[CH2:26]. (5) Given the reactants [N+:1]([C:4]1[CH:9]=[CH:8][C:7]([NH2:10])=[CH:6][CH:5]=1)([O-:3])=[O:2].[CH3:11][S:12](Cl)(=[O:14])=[O:13], predict the reaction product. The product is: [N+:1]([C:4]1[CH:9]=[CH:8][C:7]([NH:10][S:12]([CH3:11])(=[O:14])=[O:13])=[CH:6][CH:5]=1)([O-:3])=[O:2]. (6) Given the reactants B1(C)OC(C2C=CC=CC=2)(C2C=CC=CC=2)[C@@H]2N1CCC2.[CH3:22][O:23][C:24]([C:26]1[CH:35]=[CH:34][C:33]2[C:32](=[O:36])[CH2:31][CH2:30][CH2:29][C:28]=2[CH:27]=1)=[O:25].CO, predict the reaction product. The product is: [OH:36][C@H:32]1[CH2:31][CH2:30][CH2:29][C:28]2[CH:27]=[C:26]([C:24]([O:23][CH3:22])=[O:25])[CH:35]=[CH:34][C:33]1=2. (7) Given the reactants [CH2:1]([N:8]1[C:13](=[O:14])[C:12]2=[CH:15][CH:16]=[C:17]([Cl:18])[N:11]2[N:10]=[C:9]1[CH:19]([CH:21]1[CH2:23][CH2:22]1)O)[C:2]1[CH:7]=[CH:6][CH:5]=[CH:4][CH:3]=1.[C:24]([NH:31][CH2:32][CH2:33][CH2:34][NH2:35])([O:26][C:27]([CH3:30])([CH3:29])[CH3:28])=[O:25], predict the reaction product. The product is: [C:27]([O:26][C:24](=[O:25])[NH:31][CH2:32][CH2:33][CH2:34][NH:35][CH:19]([C:9]1[N:8]([CH2:1][C:2]2[CH:7]=[CH:6][CH:5]=[CH:4][CH:3]=2)[C:13](=[O:14])[C:12]2=[CH:15][CH:16]=[C:17]([Cl:18])[N:11]2[N:10]=1)[CH:21]1[CH2:23][CH2:22]1)([CH3:30])([CH3:28])[CH3:29].